This data is from Forward reaction prediction with 1.9M reactions from USPTO patents (1976-2016). The task is: Predict the product of the given reaction. (1) Given the reactants [NH2:1][C:2]1[CH:3]=[CH:4][C:5]([OH:16])=[N:6][C:7]=1[NH:8][CH:9]1[CH2:15][CH2:14][CH2:13][CH2:12][CH2:11][CH2:10]1.[CH:17]1(NC2N=C(O)C=CC=2[N+]([O-])=O)CCCCC[CH2:18]1, predict the reaction product. The product is: [CH:9]1([N:8]2[C:7]3=[N:6][C:5]([OH:16])=[CH:4][CH:3]=[C:2]3[N:1]=[C:17]2[CH3:18])[CH2:15][CH2:14][CH2:13][CH2:12][CH2:11][CH2:10]1. (2) Given the reactants [C:1]1([CH2:7][C:8]([NH2:10])=[O:9])[CH:6]=[CH:5][CH:4]=[CH:3][CH:2]=1.[C:11]1([CH2:17][CH:18]=[O:19])[CH:16]=[CH:15][CH:14]=[CH:13][CH:12]=1.C[Si](C(F)(F)F)(C)C, predict the reaction product. The product is: [C:1]1([CH2:7][CH:8]([NH:10][C:18](=[O:19])[CH2:17][C:11]2[CH:16]=[CH:15][CH:14]=[CH:13][CH:12]=2)[NH:10][C:8](=[O:9])[CH2:7][C:1]2[CH:6]=[CH:5][CH:4]=[CH:3][CH:2]=2)[CH:6]=[CH:5][CH:4]=[CH:3][CH:2]=1. (3) Given the reactants [Cl:1][C:2]1[CH:7]=[CH:6][CH:5]=[C:4]([CH2:8][CH3:9])[C:3]=1[CH:10]=[C:11]1[CH:17]2[CH2:18][CH:14]([CH2:15][CH2:16]2)[C:13](=[O:19])[O:12]1.C[O-].[Na+].Cl.O, predict the reaction product. The product is: [Cl:1][C:2]1[CH:7]=[CH:6][CH:5]=[C:4]([CH2:8][CH3:9])[C:3]=1[CH:10]1[C:13](=[O:19])[CH:14]2[CH2:18][CH:17]([CH2:16][CH2:15]2)[C:11]1=[O:12]. (4) Given the reactants [OH:1][C:2]1([C:12]2[CH:13]=[CH:14][C:15]([C:18]#[N:19])=[N:16][CH:17]=2)[CH2:11][CH2:10][C:5]2(OCC[O:6]2)[CH2:4][CH2:3]1.OC1(C2C=CC(C#N)=CC=2)CCC(=O)CC1, predict the reaction product. The product is: [OH:1][C:2]1([C:12]2[CH:13]=[CH:14][C:15]([C:18]#[N:19])=[N:16][CH:17]=2)[CH2:11][CH2:10][C:5](=[O:6])[CH2:4][CH2:3]1.